Dataset: Peptide-MHC class I binding affinity with 185,985 pairs from IEDB/IMGT. Task: Regression. Given a peptide amino acid sequence and an MHC pseudo amino acid sequence, predict their binding affinity value. This is MHC class I binding data. (1) The peptide sequence is FVNYNFTLV. The MHC is HLA-B35:01 with pseudo-sequence HLA-B35:01. The binding affinity (normalized) is 0. (2) The peptide sequence is KQWIVAGAI. The MHC is HLA-B39:01 with pseudo-sequence HLA-B39:01. The binding affinity (normalized) is 0.0847. (3) The peptide sequence is PTPVNIIGRNL. The MHC is HLA-A68:02 with pseudo-sequence HLA-A68:02. The binding affinity (normalized) is 0.